This data is from Peptide-MHC class I binding affinity with 185,985 pairs from IEDB/IMGT. The task is: Regression. Given a peptide amino acid sequence and an MHC pseudo amino acid sequence, predict their binding affinity value. This is MHC class I binding data. (1) The peptide sequence is LWILDRLFFK. The MHC is HLA-A11:01 with pseudo-sequence HLA-A11:01. The binding affinity (normalized) is 0.528. (2) The binding affinity (normalized) is 0.551. The peptide sequence is TINAVASRK. The MHC is HLA-A03:01 with pseudo-sequence HLA-A03:01.